From a dataset of Full USPTO retrosynthesis dataset with 1.9M reactions from patents (1976-2016). Predict the reactants needed to synthesize the given product. (1) Given the product [CH3:12][C:13]1[CH:20]=[C:19]([CH3:21])[CH:18]=[CH:17][C:14]=1[CH2:15][NH2:16], predict the reactants needed to synthesize it. The reactants are: [H-].[Al+3].[Li+].[H-].[H-].[H-].C1COCC1.[CH3:12][C:13]1[CH:20]=[C:19]([CH3:21])[CH:18]=[CH:17][C:14]=1[C:15]#[N:16].S([O-])([O-])(=O)=O.[Na+].[Na+]. (2) Given the product [OH:9][CH:8]([C:7]1[CH:10]=[CH:11][CH:12]=[C:5]([O:4][CH2:3][CH:2]([OH:1])[C:13]2[CH:18]=[CH:17][CH:16]=[CH:15][CH:14]=2)[CH:6]=1)[CH2:20][C:19]#[N:21], predict the reactants needed to synthesize it. The reactants are: [OH:1][CH:2]([C:13]1[CH:18]=[CH:17][CH:16]=[CH:15][CH:14]=1)[CH2:3][O:4][C:5]1[CH:6]=[C:7]([CH:10]=[CH:11][CH:12]=1)[CH:8]=[O:9].[C:19](#[N:21])[CH3:20]. (3) Given the product [C:1]([NH:5][C:6]([C:8]1[S:25][C:11]2[N:12]=[C:13]([S:23][CH3:24])[N:14]=[C:15]([C:16]3[CH:21]=[CH:20][CH:19]=[C:18]([NH:22][C:28]([O:30][C:31]4[CH:36]=[CH:35][CH:34]=[CH:33][CH:32]=4)=[O:29])[CH:17]=3)[C:10]=2[C:9]=1[NH2:26])=[O:7])([CH3:4])([CH3:2])[CH3:3], predict the reactants needed to synthesize it. The reactants are: [C:1]([NH:5][C:6]([C:8]1[S:25][C:11]2[N:12]=[C:13]([S:23][CH3:24])[N:14]=[C:15]([C:16]3[CH:21]=[CH:20][CH:19]=[C:18]([NH2:22])[CH:17]=3)[C:10]=2[C:9]=1[NH2:26])=[O:7])([CH3:4])([CH3:3])[CH3:2].Cl[C:28]([O:30][C:31]1[CH:36]=[CH:35][CH:34]=[CH:33][CH:32]=1)=[O:29]. (4) Given the product [NH2:11][C:9]1[S:10][C:4]2[CH:3]=[C:2]([I:1])[CH:7]=[CH:6][C:5]=2[N:8]=1, predict the reactants needed to synthesize it. The reactants are: [I:1][C:2]1[CH:7]=[CH:6][C:5]([NH:8][C:9]([NH2:11])=[S:10])=[CH:4][CH:3]=1.BrBr.